This data is from Forward reaction prediction with 1.9M reactions from USPTO patents (1976-2016). The task is: Predict the product of the given reaction. (1) Given the reactants Cl[C:2]1[CH:7]=[C:6]([CH3:8])[C:5]([N+:9]([O-:11])=[O:10])=[CH:4][N:3]=1.[CH:12]1([NH:15][C:16]([C:18]2[CH:19]=[C:20]([F:28])[C:21]([CH3:27])=[C:22](B(O)O)[CH:23]=2)=[O:17])[CH2:14][CH2:13]1.C(=O)([O-])O.[Na+], predict the reaction product. The product is: [CH:12]1([NH:15][C:16](=[O:17])[C:18]2[CH:23]=[C:22]([C:2]3[CH:7]=[C:6]([CH3:8])[C:5]([N+:9]([O-:11])=[O:10])=[CH:4][N:3]=3)[C:21]([CH3:27])=[C:20]([F:28])[CH:19]=2)[CH2:13][CH2:14]1. (2) Given the reactants [CH3:1][O:2][C:3]([C:5]1[C:6]([C:18]2[CH:23]=[CH:22][CH:21]=[CH:20][CH:19]=2)=[CH:7][C:8]([N:11]2[CH2:16][CH2:15][CH:14]([OH:17])[CH2:13][CH2:12]2)=[CH:9][CH:10]=1)=[O:4].Br[CH2:25][C:26]1[C:27]([C:34]2[C:39]([Cl:40])=[CH:38][CH:37]=[CH:36][C:35]=2[Cl:41])=[N:28][O:29][C:30]=1[CH:31]1[CH2:33][CH2:32]1.[H-].[Na+], predict the reaction product. The product is: [CH3:1][O:2][C:3]([C:5]1[C:6]([C:18]2[CH:23]=[CH:22][CH:21]=[CH:20][CH:19]=2)=[CH:7][C:8]([N:11]2[CH2:12][CH2:13][CH:14]([O:17][CH2:25][C:26]3[C:27]([C:34]4[C:35]([Cl:41])=[CH:36][CH:37]=[CH:38][C:39]=4[Cl:40])=[N:28][O:29][C:30]=3[CH:31]3[CH2:33][CH2:32]3)[CH2:15][CH2:16]2)=[CH:9][CH:10]=1)=[O:4]. (3) The product is: [CH2:25]([NH:27][C:28]([C@H:30]1[CH2:34][CH2:33][N:32]([C:21]([C:6]2[CH:7]=[C:8]3[C:3](=[CH:4][CH:5]=2)[N:2]([CH3:1])[C:14]2[CH2:13][CH2:12][C@@H:11]([CH:15]4[CH2:20][CH2:19][O:18][CH2:17][CH2:16]4)[CH2:10][C:9]3=2)=[O:23])[CH2:31]1)=[O:29])[CH3:26]. Given the reactants [CH3:1][N:2]1[C:14]2[CH2:13][CH2:12][C@@H:11]([CH:15]3[CH2:20][CH2:19][O:18][CH2:17][CH2:16]3)[CH2:10][C:9]=2[C:8]2[C:3]1=[CH:4][CH:5]=[C:6]([C:21]([OH:23])=O)[CH:7]=2.Cl.[CH2:25]([NH:27][C:28]([C@@H:30]1[CH2:34][CH2:33][NH:32][C:31]1=O)=[O:29])[CH3:26].CN(C(ON1N=NC2C=CC=NC1=2)=[N+](C)C)C.F[P-](F)(F)(F)(F)F.C(N(CC)C(C)C)(C)C, predict the reaction product. (4) Given the reactants Cl.[F:2][C:3]1[CH:8]=[CH:7][C:6]([S:9]([CH:12]2[CH2:17][CH2:16][NH:15][CH2:14][CH2:13]2)(=[O:11])=[O:10])=[CH:5][CH:4]=1.C(N(C(C)C)CC)(C)C.[Cl:27][C:28]1[CH:33]=[C:32]([Cl:34])[CH:31]=[CH:30][C:29]=1[CH2:35][N:36]=[C:37]=[O:38], predict the reaction product. The product is: [Cl:27][C:28]1[CH:33]=[C:32]([Cl:34])[CH:31]=[CH:30][C:29]=1[CH2:35][NH:36][C:37]([N:15]1[CH2:16][CH2:17][CH:12]([S:9]([C:6]2[CH:5]=[CH:4][C:3]([F:2])=[CH:8][CH:7]=2)(=[O:10])=[O:11])[CH2:13][CH2:14]1)=[O:38]. (5) The product is: [Cl:26][C:24]1[CH:25]=[C:20]([C@H:13]2[C:14]3[C:15](=[CH:16][CH:17]=[CH:18][CH:19]=3)[C@@H:10]([N:9]([CH3:8])[CH2:29][C:30]([O:32][CH3:33])=[O:31])[CH2:11][CH2:12]2)[CH:21]=[CH:22][C:23]=1[Cl:27]. Given the reactants C(N(CC)CC)C.[CH3:8][NH:9][C@@H:10]1[C:15]2[CH:16]=[CH:17][CH:18]=[CH:19][C:14]=2[C@H:13]([C:20]2[CH:21]=[CH:22][C:23]([Cl:27])=[C:24]([Cl:26])[CH:25]=2)[CH2:12][CH2:11]1.Br[CH2:29][C:30]([O:32][CH3:33])=[O:31], predict the reaction product. (6) Given the reactants [H-].[Al+3].[Li+].[H-].[H-].[H-].[CH3:7][N:8]1[CH:12]=[C:11]([C:13]([F:16])([F:15])[F:14])[C:10]([C:17](O)=[O:18])=[N:9]1, predict the reaction product. The product is: [OH:18][CH2:17][C:10]1[C:11]([C:13]([F:16])([F:15])[F:14])=[CH:12][N:8]([CH3:7])[N:9]=1. (7) The product is: [Cl:1][CH2:2][C:12]1[O:20][C:13]([C:14]2[CH:19]=[CH:18][CH:17]=[CH:16][CH:15]=2)=[N:21][N:22]=1. Given the reactants [Cl:1][C:2]1C=CC2SC(CCl)=NC=2[CH:12]=1.[C:13]([NH:21][NH2:22])(=[O:20])[C:14]1[CH:19]=[CH:18][CH:17]=[CH:16][CH:15]=1, predict the reaction product. (8) Given the reactants [CH3:1][C:2]1[N:7]=[C:6]([C:8]([OH:10])=O)[CH:5]=[C:4]([N+:11]([O-:13])=[O:12])[CH:3]=1.C1C=CC2N(O)N=[N:20][C:18]=2C=1.CCN=C=NCCCN(C)C.Cl.Cl.CCN(C(C)C)C(C)C.CN.C([O-])(O)=O.[Na+], predict the reaction product. The product is: [CH3:18][NH:20][C:8](=[O:10])[C:6]1[CH:5]=[C:4]([N+:11]([O-:13])=[O:12])[CH:3]=[C:2]([CH3:1])[N:7]=1. (9) Given the reactants [CH2:1]([N:8]1[CH2:13][CH2:12][O:11][CH:10]([CH2:14][NH2:15])[CH2:9]1)[C:2]1[CH:7]=[CH:6][CH:5]=[CH:4][CH:3]=1.C1C=CC2N(O)N=NC=2C=1.C(Cl)CCl.[C:30]([NH:37][C@H:38]([C:43](O)=[O:44])[CH2:39][CH:40]([CH3:42])[CH3:41])([O:32][C:33]([CH3:36])([CH3:35])[CH3:34])=[O:31].C(N(CC)CC)C, predict the reaction product. The product is: [CH3:35][C:33]([O:32][C:30]([NH:37][C@H:38]([C:43]([NH:15][CH2:14][CH:10]1[O:11][CH2:12][CH2:13][N:8]([CH2:1][C:2]2[CH:3]=[CH:4][CH:5]=[CH:6][CH:7]=2)[CH2:9]1)=[O:44])[CH2:39][CH:40]([CH3:41])[CH3:42])=[O:31])([CH3:34])[CH3:36]. (10) Given the reactants [N:1]1[O:2][C:3]([C:10]([OH:12])=O)=[C:4]2[CH:9]=[CH:8][CH:7]=[CH:6][C:5]=12.[N:13]1([CH2:19][C:20]2[CH:34]=[CH:33][C:23]3[NH:24][C:25]([C:27]4[C:31]([NH2:32])=[CH:30][NH:29][N:28]=4)=[N:26][C:22]=3[CH:21]=2)[CH2:18][CH2:17][O:16][CH2:15][CH2:14]1.C(Cl)CCl.C1C=CC2N(O)N=NC=2C=1, predict the reaction product. The product is: [N:13]1([CH2:19][C:20]2[CH:34]=[CH:33][C:23]3[NH:24][C:25]([C:27]4[C:31]([NH:32][C:10]([C:3]5[O:2][N:1]=[C:5]6[CH:6]=[CH:7][CH:8]=[CH:9][C:4]=56)=[O:12])=[CH:30][NH:29][N:28]=4)=[N:26][C:22]=3[CH:21]=2)[CH2:18][CH2:17][O:16][CH2:15][CH2:14]1.